Regression. Given two drug SMILES strings and cell line genomic features, predict the synergy score measuring deviation from expected non-interaction effect. From a dataset of NCI-60 drug combinations with 297,098 pairs across 59 cell lines. (1) Synergy scores: CSS=4.26, Synergy_ZIP=-3.89, Synergy_Bliss=-5.16, Synergy_Loewe=-22.3, Synergy_HSA=-3.82. Drug 2: CN1C(=O)N2C=NC(=C2N=N1)C(=O)N. Drug 1: CCC(=C(C1=CC=CC=C1)C2=CC=C(C=C2)OCCN(C)C)C3=CC=CC=C3.C(C(=O)O)C(CC(=O)O)(C(=O)O)O. Cell line: SF-268. (2) Drug 1: CN1C2=C(C=C(C=C2)N(CCCl)CCCl)N=C1CCCC(=O)O.Cl. Drug 2: CN(CCCl)CCCl.Cl. Cell line: ACHN. Synergy scores: CSS=7.64, Synergy_ZIP=-0.181, Synergy_Bliss=-2.63, Synergy_Loewe=-43.2, Synergy_HSA=-5.44. (3) Drug 1: C1=CC=C(C(=C1)C(C2=CC=C(C=C2)Cl)C(Cl)Cl)Cl. Drug 2: C1=NC2=C(N=C(N=C2N1C3C(C(C(O3)CO)O)F)Cl)N. Cell line: MDA-MB-231. Synergy scores: CSS=19.6, Synergy_ZIP=-2.24, Synergy_Bliss=-1.75, Synergy_Loewe=-89.0, Synergy_HSA=-3.54. (4) Drug 1: C1=CC(=CC=C1CCCC(=O)O)N(CCCl)CCCl. Drug 2: CC(C1=C(C=CC(=C1Cl)F)Cl)OC2=C(N=CC(=C2)C3=CN(N=C3)C4CCNCC4)N. Cell line: M14. Synergy scores: CSS=-5.03, Synergy_ZIP=-5.91, Synergy_Bliss=-0.460, Synergy_Loewe=-4.05, Synergy_HSA=-3.57.